From a dataset of Catalyst prediction with 721,799 reactions and 888 catalyst types from USPTO. Predict which catalyst facilitates the given reaction. Reactant: [Cl:1][C:2]1[CH:3]=[C:4]([CH:19]=[CH:20][C:21]=1[Cl:22])[CH2:5][CH:6]1[C:15]2[C:10](=[CH:11][CH:12]=[C:13]([O:16]C)[CH:14]=2)[CH2:9][CH2:8][CH:7]1[NH2:18].[OH-].[Na+]. Product: [NH2:18][CH:7]1[CH:6]([CH2:5][C:4]2[CH:19]=[CH:20][C:21]([Cl:22])=[C:2]([Cl:1])[CH:3]=2)[C:15]2[CH:14]=[C:13]([OH:16])[CH:12]=[CH:11][C:10]=2[CH2:9][CH2:8]1. The catalyst class is: 4.